Dataset: Forward reaction prediction with 1.9M reactions from USPTO patents (1976-2016). Task: Predict the product of the given reaction. (1) Given the reactants Cl[C:2]1[CH:7]=[CH:6][CH:5]=[CH:4][N:3]=1.[CH2:8]([NH2:11])[CH2:9][NH2:10], predict the reaction product. The product is: [N:3]1[CH:4]=[CH:5][CH:6]=[CH:7][C:2]=1[CH:8]([NH2:11])[CH2:9][NH2:10]. (2) Given the reactants I[C:2]1[CH:3]=[CH:4][C:5]2[CH2:11][C:10](=[O:12])[C:9]3[C:13]([O:19][CH3:20])=[CH:14][C:15]([O:17][CH3:18])=[CH:16][C:8]=3[O:7][C:6]=2[CH:21]=1.[C:22]1(B(O)O)[CH:27]=[CH:26][CH:25]=[CH:24][CH:23]=1.C(=O)([O-])[O-].[K+].[K+].Cl, predict the reaction product. The product is: [C:22]1([C:2]2[CH:3]=[CH:4][C:5]3[CH2:11][C:10](=[O:12])[C:9]4[C:13]([O:19][CH3:20])=[CH:14][C:15]([O:17][CH3:18])=[CH:16][C:8]=4[O:7][C:6]=3[CH:21]=2)[CH:27]=[CH:26][CH:25]=[CH:24][CH:23]=1. (3) Given the reactants [C:1]([N:5]1[CH:9]=[C:8](B2OC(C)(C)C(C)(C)O2)[CH:7]=[N:6]1)([CH3:4])([CH3:3])[CH3:2].Cl[C:20]1[N:25]=[CH:24][C:23]2[CH:26]=[N:27][N:28]([C:29]3[N:34]=[C:33]([N:35]4[CH2:41][CH2:40][CH2:39][N:38]([C:42]([O:44][C:45]([CH3:48])([CH3:47])[CH3:46])=[O:43])[CH2:37][CH2:36]4)[CH:32]=[CH:31][CH:30]=3)[C:22]=2[CH:21]=1, predict the reaction product. The product is: [C:1]([N:5]1[CH:9]=[C:8]([C:20]2[N:25]=[CH:24][C:23]3[CH:26]=[N:27][N:28]([C:29]4[N:34]=[C:33]([N:35]5[CH2:41][CH2:40][CH2:39][N:38]([C:42]([O:44][C:45]([CH3:48])([CH3:47])[CH3:46])=[O:43])[CH2:37][CH2:36]5)[CH:32]=[CH:31][CH:30]=4)[C:22]=3[CH:21]=2)[CH:7]=[N:6]1)([CH3:2])([CH3:3])[CH3:4]. (4) Given the reactants [CH3:1][C:2]1[C:3]2[CH:11]=[CH:10][CH:9]=[CH:8][C:4]=2[S:5][C:6]=1[SH:7].Cl[CH2:13][C:14]([N:16]1[C:25]2[C:20](=[CH:21][CH:22]=[CH:23][CH:24]=2)[CH2:19][CH2:18][CH2:17]1)=[O:15].S1C(SCC(N2C3C(=CC=CC=3)CCC2)=O)=CC2C=CC=CC1=2, predict the reaction product. The product is: [N:16]1([C:14](=[O:15])[CH2:13][S:7][C:6]2[S:5][C:4]3[CH:8]=[CH:9][CH:10]=[CH:11][C:3]=3[C:2]=2[CH3:1])[C:25]2[C:20](=[CH:21][CH:22]=[CH:23][CH:24]=2)[CH2:19][CH2:18][CH2:17]1.